Dataset: Catalyst prediction with 721,799 reactions and 888 catalyst types from USPTO. Task: Predict which catalyst facilitates the given reaction. (1) Reactant: [NH2:1][C:2]1[C:12]2[C:11](=[O:13])[N:10]([C:14]3[CH:19]=[CH:18][C:17]([CH:20]4[CH2:25][CH2:24][CH:23]([CH2:26][C:27]([NH:29][CH3:30])=O)[CH2:22][CH2:21]4)=[CH:16][CH:15]=3)[CH2:9][CH2:8][O:7][C:6]=2[N:5]=[CH:4][N:3]=1.COC1C=CC(P2(SP(C3C=CC(OC)=CC=3)(=S)S2)=[S:40])=CC=1. Product: [NH2:1][C:2]1[C:12]2[C:11](=[O:13])[N:10]([C:14]3[CH:19]=[CH:18][C:17]([CH:20]4[CH2:25][CH2:24][CH:23]([CH2:26][C:27]([NH:29][CH3:30])=[S:40])[CH2:22][CH2:21]4)=[CH:16][CH:15]=3)[CH2:9][CH2:8][O:7][C:6]=2[N:5]=[CH:4][N:3]=1. The catalyst class is: 7. (2) Reactant: Cl[C:2]1[S:3][C:4]2[CH:10]=[CH:9][C:8]([Cl:11])=[CH:7][C:5]=2[N:6]=1.[NH:12]1[CH2:17][CH2:16][NH:15][CH2:14][CH2:13]1.C(N(CC)CC)C. Product: [Cl:11][C:8]1[CH:9]=[CH:10][C:4]2[S:3][C:2]([N:12]3[CH2:17][CH2:16][NH:15][CH2:14][CH2:13]3)=[N:6][C:5]=2[CH:7]=1. The catalyst class is: 7.